Dataset: Retrosynthesis with 50K atom-mapped reactions and 10 reaction types from USPTO. Task: Predict the reactants needed to synthesize the given product. (1) Given the product CC(O)c1ccncc1, predict the reactants needed to synthesize it. The reactants are: CC(=O)c1ccncc1. (2) Given the product COC(=O)c1cnc(C)c(C(F)(F)F)n1, predict the reactants needed to synthesize it. The reactants are: COC(=O)c1cnc(Cl)c(C(F)(F)F)n1.O=C([O-])[O-]. (3) The reactants are: COCCCCc1cccc(C=O)c1. Given the product COCCCCc1cccc(CO)c1, predict the reactants needed to synthesize it.